Dataset: Catalyst prediction with 721,799 reactions and 888 catalyst types from USPTO. Task: Predict which catalyst facilitates the given reaction. (1) Reactant: [F:1][C:2]1[CH:7]=[CH:6][CH:5]=[CH:4][C:3]=1[C:8]1[CH:20]=[CH:19][C:18]([C:21]([NH2:23])=[O:22])=[C:17]2[C:9]=1[C:10]1[CH2:11][CH2:12][CH2:13][CH2:14][C:15]=1[NH:16]2.ClC1C(=O)C(C#N)=C(C#N)C(=O)C=1Cl. Product: [F:1][C:2]1[CH:7]=[CH:6][CH:5]=[CH:4][C:3]=1[C:8]1[C:9]2[C:10]3[C:15](=[CH:14][CH:13]=[CH:12][CH:11]=3)[NH:16][C:17]=2[C:18]([C:21]([NH2:23])=[O:22])=[CH:19][CH:20]=1. The catalyst class is: 11. (2) Reactant: [OH:1][C:2]1[C:7]([N+:8]([O-:10])=[O:9])=[CH:6][C:5]([CH2:11][C:12]([OH:14])=[O:13])=[CH:4][C:3]=1[I:15].OS(O)(=O)=O.[CH2:21]1COCC1. Product: [OH:1][C:2]1[C:7]([N+:8]([O-:10])=[O:9])=[CH:6][C:5]([CH2:11][C:12]([O:14][CH3:21])=[O:13])=[CH:4][C:3]=1[I:15]. The catalyst class is: 5. (3) Reactant: Cl[C:2]1[C:3]2[CH:30]=[C:29]([Cl:31])[CH:28]=[CH:27][C:4]=2[N:5]([CH2:18][C:19]2[CH:24]=[CH:23][C:22]([O:25][CH3:26])=[CH:21][CH:20]=2)[C:6](=[O:17])[CH:7]([CH2:9][C:10]2[CH:15]=[CH:14][CH:13]=[CH:12][C:11]=2[Cl:16])[N:8]=1.CC1(C)C(C)(C)OB([C:40]2[CH:41]=[C:42]([NH2:46])[CH:43]=[N:44][CH:45]=2)O1.[OH-].[Cs+]. Product: [NH2:46][C:42]1[CH:41]=[C:40]([C:2]2[C:3]3[CH:30]=[C:29]([Cl:31])[CH:28]=[CH:27][C:4]=3[N:5]([CH2:18][C:19]3[CH:20]=[CH:21][C:22]([O:25][CH3:26])=[CH:23][CH:24]=3)[C:6](=[O:17])[CH:7]([CH2:9][C:10]3[CH:15]=[CH:14][CH:13]=[CH:12][C:11]=3[Cl:16])[N:8]=2)[CH:45]=[N:44][CH:43]=1. The catalyst class is: 667. (4) Reactant: [OH:1][CH2:2][C@H:3]1[CH2:8][CH2:7][CH2:6][CH2:5][C@@H:4]1[NH:9][C:10](=[O:16])[O:11][C:12]([CH3:15])([CH3:14])[CH3:13].[CH3:17][S:18](Cl)(=[O:20])=[O:19].C(N(CC)CC)C. Product: [CH3:17][S:18]([O:1][CH2:2][C@H:3]1[CH2:8][CH2:7][CH2:6][CH2:5][C@@H:4]1[NH:9][C:10]([O:11][C:12]([CH3:13])([CH3:15])[CH3:14])=[O:16])(=[O:20])=[O:19]. The catalyst class is: 4. (5) Reactant: [CH2:1]([C@@:4]1([CH3:33])[CH2:9][C@H:8]([C:10]2[CH:15]=[CH:14][CH:13]=[C:12]([Cl:16])[CH:11]=2)[C@@H:7]([C:17]2[CH:22]=[CH:21][C:20]([Cl:23])=[CH:19][CH:18]=2)[N:6]([C@@H:24]([CH2:30][CH3:31])[CH2:25][CH2:26][CH2:27][CH:28]=[O:29])[C:5]1=[O:32])[CH:2]=[CH2:3].[CH3:34][Mg]Br. The catalyst class is: 182. Product: [CH2:1]([C@@:4]1([CH3:33])[CH2:9][C@H:8]([C:10]2[CH:15]=[CH:14][CH:13]=[C:12]([Cl:16])[CH:11]=2)[C@@H:7]([C:17]2[CH:18]=[CH:19][C:20]([Cl:23])=[CH:21][CH:22]=2)[N:6]([C@H:24]([CH2:25][CH2:26][CH2:27][CH:28]([OH:29])[CH3:34])[CH2:30][CH3:31])[C:5]1=[O:32])[CH:2]=[CH2:3]. (6) Reactant: [CH2:1]([O:4][N:5]1[C:11](=[O:12])[N:10]2[CH2:13][C@H:6]1[C:7]([CH3:17])=[CH:8][C@@H:9]2[C:14]([OH:16])=O)[CH:2]=[CH2:3].[NH2:18][CH2:19][C:20]1[N:21]([O:37][CH:38]([C:45]2[CH:50]=[CH:49][CH:48]=[CH:47][CH:46]=2)[C:39]2[CH:44]=[CH:43][CH:42]=[CH:41][CH:40]=2)[CH:22]=[C:23]([O:27][CH2:28][C:29]2[CH:34]=[CH:33][C:32]([O:35][CH3:36])=[CH:31][CH:30]=2)[C:24](=[O:26])[CH:25]=1.F[P-](F)(F)(F)(F)F.N1(OC(N(C)C)=[N+](C)C)C2N=CC=CC=2N=N1.C(N(CC)C(C)C)(C)C. Product: [CH2:1]([O:4][N:5]1[C:11](=[O:12])[N:10]2[CH2:13][C@H:6]1[C:7]([CH3:17])=[CH:8][C@H:9]2[C:14]([NH:18][CH2:19][C:20]1[N:21]([O:37][CH:38]([C:39]2[CH:40]=[CH:41][CH:42]=[CH:43][CH:44]=2)[C:45]2[CH:46]=[CH:47][CH:48]=[CH:49][CH:50]=2)[CH:22]=[C:23]([O:27][CH2:28][C:29]2[CH:30]=[CH:31][C:32]([O:35][CH3:36])=[CH:33][CH:34]=2)[C:24](=[O:26])[CH:25]=1)=[O:16])[CH:2]=[CH2:3]. The catalyst class is: 39. (7) Reactant: [Cl:1][C:2]1[CH:12]=[C:11]([F:13])[C:10]([F:14])=[CH:9][C:3]=1[C:4]([N:6]=[C:7]=[O:8])=[O:5].Cl.[NH2:16][C:17]1[CH:22]=[C:21]([F:23])[CH:20]=[CH:19][C:18]=1[N:24]1[CH2:29][CH2:28][CH2:27][CH:26]([C:30]([NH2:32])=[O:31])[CH2:25]1. Product: [Cl:1][C:2]1[CH:12]=[C:11]([F:13])[C:10]([F:14])=[CH:9][C:3]=1[C:4]([NH:6][C:7](=[O:8])[NH:16][C:17]1[CH:22]=[C:21]([F:23])[CH:20]=[CH:19][C:18]=1[N:24]1[CH2:29][CH2:28][CH2:27][CH:26]([C:30]([NH2:32])=[O:31])[CH2:25]1)=[O:5]. The catalyst class is: 10. (8) Reactant: [NH2:1][CH2:2][C@@H:3]1[CH2:8][CH2:7][C@H:6]([NH:9][C:10]2[CH:19]=[C:18]([N:20]([CH3:22])[CH3:21])[C:17]3[C:12](=[CH:13][CH:14]=[CH:15][CH:16]=3)[N:11]=2)[CH2:5][CH2:4]1.CCN(C(C)C)C(C)C.[F:32][C:33]1[CH:34]=[C:35]([CH:39]=[CH:40][C:41]=1[F:42])[C:36]([Cl:38])=[O:37]. Product: [ClH:38].[CH3:21][N:20]([CH3:22])[C:18]1[C:17]2[C:12](=[CH:13][CH:14]=[CH:15][CH:16]=2)[N:11]=[C:10]([NH:9][C@@H:6]2[CH2:5][CH2:4][C@H:3]([CH2:2][NH:1][C:36](=[O:37])[C:35]3[CH:39]=[CH:40][C:41]([F:42])=[C:33]([F:32])[CH:34]=3)[CH2:8][CH2:7]2)[CH:19]=1. The catalyst class is: 22. (9) Reactant: [NH2:1][C:2]1[CH:10]=[CH:9][C:8]([C:11]([F:14])([F:13])[F:12])=[CH:7][C:3]=1[C:4]([OH:6])=O.CCN=C=NCCCN(C)C.CCN(C(C)C)C(C)C.C1C=CC2N(O)N=NC=2C=1.[CH3:45][C:46]([NH2:50])([C:48]#[CH:49])[CH3:47]. Product: [NH2:1][C:2]1[CH:10]=[CH:9][C:8]([C:11]([F:14])([F:13])[F:12])=[CH:7][C:3]=1[C:4]([NH:50][C:46]([CH3:47])([C:48]#[CH:49])[CH3:45])=[O:6]. The catalyst class is: 2. (10) Reactant: [H-].[Al+3].[Li+].[H-].[H-].[H-].[Cl:7][C:8]1[CH:9]=[C:10]([N:15]2[N:19]=[C:18]([C:20](OCC)=[O:21])[C:17]([C:25]3[CH:30]=[CH:29][CH:28]=[CH:27][C:26]=3[F:31])=[N:16]2)[CH:11]=[CH:12][C:13]=1[Cl:14]. Product: [Cl:7][C:8]1[CH:9]=[C:10]([N:15]2[N:19]=[C:18]([CH2:20][OH:21])[C:17]([C:25]3[CH:30]=[CH:29][CH:28]=[CH:27][C:26]=3[F:31])=[N:16]2)[CH:11]=[CH:12][C:13]=1[Cl:14]. The catalyst class is: 7.